Dataset: Peptide-MHC class II binding affinity with 134,281 pairs from IEDB. Task: Regression. Given a peptide amino acid sequence and an MHC pseudo amino acid sequence, predict their binding affinity value. This is MHC class II binding data. (1) The peptide sequence is LFAAFPSFAGLRPTF. The MHC is HLA-DQA10301-DQB10302 with pseudo-sequence HLA-DQA10301-DQB10302. The binding affinity (normalized) is 0.210. (2) The peptide sequence is LRIKSYEDAKSPLTA. The MHC is DRB1_1302 with pseudo-sequence DRB1_1302. The binding affinity (normalized) is 0.234. (3) The peptide sequence is QFRRVKCKYPEGTKV. The MHC is DRB1_1302 with pseudo-sequence DRB1_1302. The binding affinity (normalized) is 0.185. (4) The peptide sequence is ANATVYMIDSVLMPP. The MHC is HLA-DQA10102-DQB10502 with pseudo-sequence HLA-DQA10102-DQB10502. The binding affinity (normalized) is 0.209. (5) The peptide sequence is IMLLAYYIAAVNIES. The MHC is HLA-DQA10501-DQB10301 with pseudo-sequence HLA-DQA10501-DQB10301. The binding affinity (normalized) is 0.165. (6) The peptide sequence is LVVGIYDEPMTPGQC. The MHC is DRB1_1201 with pseudo-sequence DRB1_1201. The binding affinity (normalized) is 0.223.